From a dataset of Full USPTO retrosynthesis dataset with 1.9M reactions from patents (1976-2016). Predict the reactants needed to synthesize the given product. (1) Given the product [F:1][C:2]1[CH:3]=[C:4]([CH:7]=[CH:8][C:9]=1[C:10]1[S:11][C:12]2[C:17]([N:18]=1)=[CH:16][CH:15]=[C:14]([C:19]1([C:22]3[CH:23]=[CH:24][CH:25]=[CH:26][CH:27]=3)[CH2:20][CH2:21]1)[N:13]=2)[CH2:5][NH:36][C@@H:35]([CH3:37])[C:34]([O:33][C:29]([CH3:32])([CH3:31])[CH3:30])=[O:38], predict the reactants needed to synthesize it. The reactants are: [F:1][C:2]1[CH:3]=[C:4]([CH:7]=[CH:8][C:9]=1[C:10]1[S:11][C:12]2[C:17]([N:18]=1)=[CH:16][CH:15]=[C:14]([C:19]1([C:22]3[CH:27]=[CH:26][CH:25]=[CH:24][CH:23]=3)[CH2:21][CH2:20]1)[N:13]=2)[CH:5]=O.Cl.[C:29]([O:33][C:34](=[O:38])[C@H:35]([CH3:37])[NH2:36])([CH3:32])([CH3:31])[CH3:30]. (2) Given the product [N:12]1([C:2]2[CH:3]=[C:4]3[C:8](=[CH:9][CH:10]=2)[C:7](=[O:11])[CH2:6][CH2:5]3)[CH2:17][CH2:16][CH2:15][CH2:14][CH2:13]1, predict the reactants needed to synthesize it. The reactants are: F[C:2]1[CH:3]=[C:4]2[C:8](=[CH:9][CH:10]=1)[C:7](=[O:11])[CH2:6][CH2:5]2.[NH:12]1[CH2:17][CH2:16][CH2:15][CH2:14][CH2:13]1. (3) The reactants are: COC([C:7]1[S:8][CH:9]=[CH:10][CH:11]=1)C(O)=O.[F:12][C:13]([F:18])([F:17])[C:14]([OH:16])=[O:15].[CH3:19][N:20]1[CH2:25][CH2:24][CH:23]([O:26][C:27]2[CH:32]=[CH:31][C:30]([C:33]3[C:41]4[C:36](=[CH:37][CH:38]=[C:39]([NH2:42])[CH:40]=4)[NH:35][N:34]=3)=[CH:29][CH:28]=2)[CH2:22][CH2:21]1.CCN(C(C)C)C(C)C.CN([C:55]([O:59]N1N=NC2C=CC=CC1=2)=[N+](C)C)C.[B-](F)(F)(F)F. Given the product [CH3:55][O:59][CH:13]([C:10]1[CH:11]=[CH:7][S:8][CH:9]=1)[C:14]([NH:42][C:39]1[CH:40]=[C:41]2[C:36](=[CH:37][CH:38]=1)[NH:35][N:34]=[C:33]2[C:30]1[CH:31]=[CH:32][C:27]([O:26][CH:23]2[CH2:22][CH2:21][N:20]([CH3:19])[CH2:25][CH2:24]2)=[CH:28][CH:29]=1)=[O:16].[C:14]([OH:16])([C:13]([F:18])([F:17])[F:12])=[O:15], predict the reactants needed to synthesize it. (4) Given the product [N:3]1([C:39]([C:34]2[C:33]3[CH:32]=[CH:31][C:30]([C:42]4[CH:43]=[CH:44][CH:45]=[CH:46][CH:47]=4)([C:24]4[CH:29]=[CH:28][CH:27]=[CH:26][CH:25]=4)[CH2:38][C:37]=3[NH:36][N:35]=2)=[O:40])[CH2:11][CH2:6][CH2:7]1, predict the reactants needed to synthesize it. The reactants are: O.O[N:3]1[C:7]2C=CC=[CH:11][C:6]=2N=N1.Cl.CN(C)CCCN=C=NCC.[C:24]1([C:30]2([C:42]3[CH:47]=[CH:46][CH:45]=[CH:44][CH:43]=3)[CH2:38][C:37]3[NH:36][N:35]=[C:34]([C:39](O)=[O:40])[C:33]=3[CH:32]=[CH:31]2)[CH:29]=[CH:28][CH:27]=[CH:26][CH:25]=1.N1CCC1. (5) The reactants are: C1C=C(Cl)C=C([C:8](OO)=[O:9])C=1.[C:12]([C:16]1[CH:21]=[CH:20][C:19]([NH:22][C:23]2[C:24]3[CH2:34][CH2:33][N:32]([C:35]4[C:40]([Cl:41])=[CH:39][CH:38]=[CH:37][N:36]=4)[CH2:31][C:25]=3[N:26]=[C:27](SC)[N:28]=2)=[CH:18][CH:17]=1)([CH3:15])([CH3:14])[CH3:13].C[O-].[Na+]. Given the product [C:12]([C:16]1[CH:21]=[CH:20][C:19]([NH:22][C:23]2[C:24]3[CH2:34][CH2:33][N:32]([C:35]4[C:40]([Cl:41])=[CH:39][CH:38]=[CH:37][N:36]=4)[CH2:31][C:25]=3[N:26]=[C:27]([O:9][CH3:8])[N:28]=2)=[CH:18][CH:17]=1)([CH3:15])([CH3:14])[CH3:13], predict the reactants needed to synthesize it. (6) Given the product [C:22]([NH:26][C:19]([C:11]1[CH:12]=[C:13]([C:14]2[CH:18]=[CH:17][NH:16][N:15]=2)[N:9]([C:6]2[CH:7]=[N:8][C:3]([O:2][CH3:1])=[CH:4][CH:5]=2)[N:10]=1)=[O:21])([CH3:25])([CH3:24])[CH3:23], predict the reactants needed to synthesize it. The reactants are: [CH3:1][O:2][C:3]1[N:8]=[CH:7][C:6]([N:9]2[C:13]([C:14]3[CH:18]=[CH:17][NH:16][N:15]=3)=[CH:12][C:11]([C:19]([OH:21])=O)=[N:10]2)=[CH:5][CH:4]=1.[C:22]([NH2:26])([CH3:25])([CH3:24])[CH3:23].